From a dataset of Reaction yield outcomes from USPTO patents with 853,638 reactions. Predict the reaction yield, written as a fraction of the theoretical maximum amount of product (1.0 means a 100% yield; for example, 0.34 means a 34% yield). (1) The reactants are [Cl:1][C:2]1[CH:3]=[C:4](B2OC(C)(C)C(C)(C)O2)[CH:5]=[CH:6][CH:7]=1.C(=O)([O-])[O-].[Cs+].[Cs+].[CH3:23][O:24][C:25]([C:27]1[CH:28]=[N:29][CH:30]=[C:31](Br)[CH:32]=1)=[O:26]. The catalyst is C(COC)OC.C1C=CC([P]([Pd]([P](C2C=CC=CC=2)(C2C=CC=CC=2)C2C=CC=CC=2)([P](C2C=CC=CC=2)(C2C=CC=CC=2)C2C=CC=CC=2)[P](C2C=CC=CC=2)(C2C=CC=CC=2)C2C=CC=CC=2)(C2C=CC=CC=2)C2C=CC=CC=2)=CC=1. The product is [CH3:23][O:24][C:25](=[O:26])[C:27]1[CH:32]=[C:31]([C:4]2[CH:5]=[CH:6][CH:7]=[C:2]([Cl:1])[CH:3]=2)[CH:30]=[N:29][CH:28]=1. The yield is 0.720. (2) The yield is 0.890. The catalyst is C(Cl)Cl.O. The product is [Cl:11][C:12]1[CH:13]=[C:14]([C:19]([CH3:24])([CH3:23])[C:20](=[O:22])[CH3:21])[CH:15]=[CH:16][C:17]=1[Cl:18]. The reactants are CS(C)=O.C(Cl)(=O)C(Cl)=O.[Cl:11][C:12]1[CH:13]=[C:14]([C:19]([CH3:24])([CH3:23])[CH:20]([OH:22])[CH3:21])[CH:15]=[CH:16][C:17]=1[Cl:18].CCN(CC)CC. (3) The reactants are C(N(CC)CC)C.[C:8](Cl)(=[O:12])[CH:9]([CH3:11])[CH3:10].[CH2:14]([O:16][C:17]#[C:18][CH2:19][CH2:20][CH2:21][CH2:22][CH2:23][CH3:24])[CH3:15]. The catalyst is C(OCC)C. The product is [CH2:14]([O:16][C:17]1[C:9]([CH3:11])([CH3:10])[C:8](=[O:12])[C:18]=1[CH2:19][CH2:20][CH2:21][CH2:22][CH2:23][CH3:24])[CH3:15]. The yield is 0.610. (4) The reactants are [CH2:1]([N:8]([CH2:19][CH2:20][OH:21])[C:9](=O)[CH2:10][C:11]1[C:12]([Cl:17])=[N:13][CH:14]=[CH:15][CH:16]=1)[C:2]1[CH:7]=[CH:6][CH:5]=[CH:4][CH:3]=1.CO. The catalyst is C1COCC1. The product is [CH2:1]([N:8]([CH2:9][CH2:10][C:11]1[C:12]([Cl:17])=[N:13][CH:14]=[CH:15][CH:16]=1)[CH2:19][CH2:20][OH:21])[C:2]1[CH:3]=[CH:4][CH:5]=[CH:6][CH:7]=1. The yield is 0.460. (5) The reactants are C[O:2][C:3](=[O:17])[CH2:4][C:5]1[CH:6]=[C:7]2[C:12](=[CH:13][C:14]=1[F:15])[N:11]=[CH:10][C:9]([Br:16])=[CH:8]2. The catalyst is [OH-].[Na+]. The product is [Br:16][C:9]1[CH:10]=[N:11][C:12]2[C:7]([CH:8]=1)=[CH:6][C:5]([CH2:4][C:3]([OH:17])=[O:2])=[C:14]([F:15])[CH:13]=2. The yield is 0.833. (6) The reactants are [CH3:1][O:2][C:3](=[O:23])[C:4]1[CH:9]=[CH:8][C:7]([Cl:10])=[C:6]([NH:11][C:12](=O)[CH2:13][O:14][CH2:15][C:16]2[CH:21]=[CH:20][CH:19]=[CH:18][CH:17]=2)[CH:5]=1.COC1C=CC(P2(SP(C3C=CC(OC)=CC=3)(=S)S2)=[S:33])=CC=1. The catalyst is C1(C)C=CC=CC=1. The product is [CH3:1][O:2][C:3](=[O:23])[C:4]1[CH:9]=[CH:8][C:7]([Cl:10])=[C:6]([NH:11][C:12](=[S:33])[CH2:13][O:14][CH2:15][C:16]2[CH:21]=[CH:20][CH:19]=[CH:18][CH:17]=2)[CH:5]=1. The yield is 0.670.